This data is from Full USPTO retrosynthesis dataset with 1.9M reactions from patents (1976-2016). The task is: Predict the reactants needed to synthesize the given product. (1) Given the product [Cl:13][C:3]1[CH:4]=[C:5]([NH:8][S:9]([CH3:12])(=[O:11])=[O:10])[CH:6]=[CH:7][C:2]=1[C:18]1[CH:19]=[CH:20][C:15]([Cl:14])=[C:16]([F:24])[CH:17]=1, predict the reactants needed to synthesize it. The reactants are: Br[C:2]1[CH:7]=[CH:6][C:5]([NH:8][S:9]([CH3:12])(=[O:11])=[O:10])=[CH:4][C:3]=1[Cl:13].[Cl:14][C:15]1[CH:20]=[CH:19][C:18](B(O)O)=[CH:17][C:16]=1[F:24]. (2) Given the product [C:8]([O:11][CH2:12][C:13]([CH3:43])([CH3:42])[CH2:14][N:15]1[C:21]2[CH:22]=[CH:23][C:24]([Cl:26])=[CH:25][C:20]=2[C@@H:19]([C:27]2[CH:32]=[CH:31][CH:30]=[C:29]([O:33][CH3:34])[C:28]=2[O:35][CH3:36])[O:18][C@H:17]([CH2:37][C:38]([NH:53][C:54]2[CH:59]=[CH:58][C:57]([O:60][CH2:61][C:62]([O:64][CH3:65])=[O:63])=[CH:56][C:55]=2[F:66])=[O:39])[C:16]1=[O:41])(=[O:10])[CH3:9], predict the reactants needed to synthesize it. The reactants are: C(N(CC)CC)C.[C:8]([O:11][CH2:12][C:13]([CH3:43])([CH3:42])[CH2:14][N:15]1[C:21]2[CH:22]=[CH:23][C:24]([Cl:26])=[CH:25][C:20]=2[C@@H:19]([C:27]2[CH:32]=[CH:31][CH:30]=[C:29]([O:33][CH3:34])[C:28]=2[O:35][CH3:36])[O:18][C@H:17]([CH2:37][C:38](O)=[O:39])[C:16]1=[O:41])(=[O:10])[CH3:9].ClC(OCC(C)C)=O.Cl.[NH2:53][C:54]1[CH:59]=[CH:58][C:57]([O:60][CH2:61][C:62]([O:64][CH3:65])=[O:63])=[CH:56][C:55]=1[F:66].N1C=CC=CC=1.Cl. (3) Given the product [CH:12]([C:15]1[CH:23]=[C:22]([C:24]([F:25])([F:26])[F:27])[CH:21]=[CH:20][C:16]=1[C:17]([NH:11][CH:7]1[CH2:8][CH2:9][CH2:10][CH:6]1[N:1]1[CH2:2][CH2:3][CH2:4][CH2:5]1)=[O:18])([CH3:14])[CH3:13], predict the reactants needed to synthesize it. The reactants are: [N:1]1([C@H:6]2[CH2:10][CH2:9][CH2:8][C@H:7]2[NH2:11])[CH2:5][CH2:4][CH2:3][CH2:2]1.[CH:12]([C:15]1[CH:23]=[C:22]([C:24]([F:27])([F:26])[F:25])[CH:21]=[CH:20][C:16]=1[C:17](O)=[O:18])([CH3:14])[CH3:13]. (4) The reactants are: [C:1]([O:5][C:6](=[O:12])[NH:7][CH:8]1[CH2:11][NH:10][CH2:9]1)([CH3:4])([CH3:3])[CH3:2].C(N(CC)CC)C.Cl[C:21]([O:23][CH2:24][CH2:25][CH2:26][CH3:27])=[O:22]. Given the product [CH2:24]([O:23][C:21]([N:10]1[CH2:11][CH:8]([NH:7][C:6]([O:5][C:1]([CH3:4])([CH3:2])[CH3:3])=[O:12])[CH2:9]1)=[O:22])[CH2:25][CH2:26][CH3:27], predict the reactants needed to synthesize it. (5) Given the product [C:1]([C:4]1[CH:5]=[C:6]([C:14]2[NH:15][C:16](=[O:31])[C:17]3[C:18](=[C:20]([CH2:29][CH3:30])[N:21]([CH:23]4[CH2:26][N:25]([CH2:27][CH3:28])[CH2:24]4)[N:22]=3)[N:19]=2)[C:7]([O:10][CH2:11][CH2:12][CH2:13][CH3:32])=[N:8][CH:9]=1)(=[O:3])[CH3:2], predict the reactants needed to synthesize it. The reactants are: [C:1]([C:4]1[CH:5]=[C:6]([C:14]2[NH:15][C:16](=[O:31])[C:17]3[C:18](=[C:20]([CH2:29][CH3:30])[N:21]([CH:23]4[CH2:26][N:25]([CH2:27][CH3:28])[CH2:24]4)[N:22]=3)[N:19]=2)[C:7]([O:10][CH2:11][CH2:12][CH3:13])=[N:8][CH:9]=1)(=[O:3])[CH3:2].[C:32](=O)([O-])[O-].[Cs+].[Cs+]. (6) The reactants are: [Br:1][C:2]1[CH:10]=[CH:9][CH:8]=[C:7]([Br:11])[C:3]=1[C:4]([OH:6])=O.[Br:12][C:13]1[CH:14]=[C:15]([CH:21]=[CH:22][CH:23]=1)[CH2:16][S:17][CH2:18][CH2:19][NH2:20]. Given the product [Br:11][C:7]1[CH:8]=[CH:9][CH:10]=[C:2]([Br:1])[C:3]=1[C:4]([NH:20][CH2:19][CH2:18][S:17][CH2:16][C:15]1[CH:21]=[CH:22][CH:23]=[C:13]([Br:12])[CH:14]=1)=[O:6], predict the reactants needed to synthesize it. (7) Given the product [ClH:1].[CH3:9][C@H:7]1[N:8]([CH3:19])[C@@H:3]([CH3:2])[CH2:4][N:5]([C:10]2[CH:17]=[CH:16][C:13]([C:14]#[N:15])=[CH:12][CH:11]=2)[CH2:6]1, predict the reactants needed to synthesize it. The reactants are: [ClH:1].[CH3:2][C@H:3]1[NH:8][C@@H:7]([CH3:9])[CH2:6][N:5]([C:10]2[CH:17]=[CH:16][C:13]([C:14]#[N:15])=[CH:12][CH:11]=2)[CH2:4]1.[BH3-][C:19]#N.[Na+].C=O.C([O-])(O)=O.[Na+].